From a dataset of Forward reaction prediction with 1.9M reactions from USPTO patents (1976-2016). Predict the product of the given reaction. (1) Given the reactants ClC1C=C2[C:8](=CC=1)[N:7](S(C1C=CC=CC=1)(=O)=O)[C:6]([C:20]([O:22]CC)=O)=C2S(Cl)(=O)=O.[I:29][C:30]1[CH:31]=[C:32]2[C:36](=[CH:37][CH:38]=1)[N:35]([S:39](C1C=CC=CC=1)(=[O:41])=[O:40])[C:34]([C:48]([O:50]CC)=O)=[C:33]2S(Cl)(=O)=O.[NH:57]1CCOCC1.OC1CNC1, predict the reaction product. The product is: [OH:22][CH:20]1[CH2:6][N:7]([S:39]([N:35]2[C:36]3[C:32](=[CH:31][C:30]([I:29])=[CH:38][CH:37]=3)[CH:33]=[C:34]2[C:48]([NH2:57])=[O:50])(=[O:40])=[O:41])[CH2:8]1. (2) Given the reactants [F:1][C:2]([F:37])([F:36])[C:3]1[CH:4]=[C:5]([C@H:13]([N:15]([CH3:35])[C:16]([N:18]2[CH2:23][CH2:22][N:21]3[C:24](=[O:27])[CH2:25][CH2:26][C@H:20]3[C@@H:19]2[C:28]2[CH:33]=[CH:32][CH:31]=[CH:30][C:29]=2[CH3:34])=[O:17])[CH3:14])[CH:6]=[C:7]([C:9]([F:12])([F:11])[F:10])[CH:8]=1.[Li+].C[Si]([N-][Si](C)(C)C)(C)C.[C:48](Cl)(=[O:51])[O:49][CH3:50], predict the reaction product. The product is: [F:37][C:2]([F:1])([F:36])[C:3]1[CH:4]=[C:5]([C@H:13]([N:15]([CH3:35])[C:16]([N:18]2[CH2:23][CH2:22][N:21]3[C:24](=[O:27])[C:25]([C:48]([O:49][CH3:50])=[O:51])([C:48]([O:49][CH3:50])=[O:51])[CH2:26][C@H:20]3[C@@H:19]2[C:28]2[CH:33]=[CH:32][CH:31]=[CH:30][C:29]=2[CH3:34])=[O:17])[CH3:14])[CH:6]=[C:7]([C:9]([F:10])([F:11])[F:12])[CH:8]=1. (3) The product is: [CH3:1][O:2][C:3]([C:4]1[N:19]=[C:16]([CH3:17])[S:18][C:5]=1[C:6]1[CH:11]=[CH:10][CH:9]=[CH:8][C:7]=1[Cl:12])=[O:15]. Given the reactants [CH3:1][O:2][C:3](=[O:15])[C:4](=O)[CH:5](Cl)[C:6]1[CH:11]=[CH:10][CH:9]=[CH:8][C:7]=1[Cl:12].[C:16]([NH2:19])(=[S:18])[CH3:17], predict the reaction product. (4) Given the reactants [Cl:1][C:2]1[CH:7]=[C:6]([O:8][CH3:9])[CH:5]=[CH:4][C:3]=1[CH:10]([CH3:24])[C:11]([C:17]1[CH:22]=[CH:21][N:20]=[C:19](I)[CH:18]=1)([OH:16])[C:12]([F:15])([F:14])[F:13].[CH2:25]([O:27][C:28]([C:30]1[CH:35]=[CH:34][C:33](B(O)O)=[CH:32][CH:31]=1)=[O:29])[CH3:26].O.C([O-])([O-])=O.[Na+].[Na+], predict the reaction product. The product is: [CH2:25]([O:27][C:28](=[O:29])[C:30]1[CH:35]=[CH:34][C:33]([C:19]2[CH:18]=[C:17]([C:11]([OH:16])([C:12]([F:15])([F:14])[F:13])[CH:10]([C:3]3[CH:4]=[CH:5][C:6]([O:8][CH3:9])=[CH:7][C:2]=3[Cl:1])[CH3:24])[CH:22]=[CH:21][N:20]=2)=[CH:32][CH:31]=1)[CH3:26].